The task is: Predict the reactants needed to synthesize the given product.. This data is from Full USPTO retrosynthesis dataset with 1.9M reactions from patents (1976-2016). (1) Given the product [O:18]=[C:17]1[CH:16]=[CH:15][N:14]([CH:19]2[CH2:24][CH2:23][N:22]([C:32]([NH:31][C:25]3[CH:30]=[CH:29][CH:28]=[CH:27][CH:26]=3)=[O:33])[CH2:21][CH2:20]2)[N:13]=[C:12]1[C:11]1[N:7]([C:1]2[CH:2]=[CH:3][CH:4]=[CH:5][CH:6]=2)[N:8]=[CH:9][CH:10]=1, predict the reactants needed to synthesize it. The reactants are: [C:1]1([N:7]2[C:11]([C:12]3[C:17](=[O:18])[CH:16]=[CH:15][N:14]([CH:19]4[CH2:24][CH2:23][NH:22][CH2:21][CH2:20]4)[N:13]=3)=[CH:10][CH:9]=[N:8]2)[CH:6]=[CH:5][CH:4]=[CH:3][CH:2]=1.[C:25]1([N:31]=[C:32]=[O:33])[CH:30]=[CH:29][CH:28]=[CH:27][CH:26]=1. (2) The reactants are: [C:1]1([CH:7]([C:19]2[CH:24]=[CH:23][CH:22]=[CH:21][CH:20]=2)[O:8][CH:9]2[CH2:14][CH2:13][N:12]([CH2:15][CH2:16][CH2:17][OH:18])[CH2:11][CH2:10]2)[CH:6]=[CH:5][CH:4]=[CH:3][CH:2]=1.CC(C)([O-])C.[Na+].[C:31]([C:35]1[N:39]2[N:40]=[C:41](Cl)[CH:42]=[CH:43][C:38]2=[N:37][N:36]=1)([CH3:34])([CH3:33])[CH3:32]. Given the product [C:31]([C:35]1[N:39]2[N:40]=[C:41]([O:18][CH2:17][CH2:16][CH2:15][N:12]3[CH2:13][CH2:14][CH:9]([O:8][CH:7]([C:1]4[CH:2]=[CH:3][CH:4]=[CH:5][CH:6]=4)[C:19]4[CH:24]=[CH:23][CH:22]=[CH:21][CH:20]=4)[CH2:10][CH2:11]3)[CH:42]=[CH:43][C:38]2=[N:37][N:36]=1)([CH3:34])([CH3:32])[CH3:33], predict the reactants needed to synthesize it. (3) Given the product [Cl:1][C:2]1[CH:3]=[C:4]([NH2:13])[C:5]2[CH:6]=[C:7]([CH3:12])[N:8]=[CH:9][C:10]=2[CH:11]=1, predict the reactants needed to synthesize it. The reactants are: [Cl:1][C:2]1[CH:11]=[C:10]2[C:5]([CH:6]=[C:7]([CH3:12])[N:8]=[CH:9]2)=[C:4]([N+:13]([O-])=O)[CH:3]=1.[H][H].